Dataset: NCI-60 drug combinations with 297,098 pairs across 59 cell lines. Task: Regression. Given two drug SMILES strings and cell line genomic features, predict the synergy score measuring deviation from expected non-interaction effect. (1) Synergy scores: CSS=-2.52, Synergy_ZIP=2.30, Synergy_Bliss=2.54, Synergy_Loewe=-0.776, Synergy_HSA=-0.637. Drug 1: C1=CN(C=N1)CC(O)(P(=O)(O)O)P(=O)(O)O. Cell line: UACC-257. Drug 2: CN(C(=O)NC(C=O)C(C(C(CO)O)O)O)N=O. (2) Drug 1: CC(C)(C1=NC(=CC=C1)N2C3=NC(=NC=C3C(=O)N2CC=C)NC4=CC=C(C=C4)N5CCN(CC5)C)O. Drug 2: CCC1=C2N=C(C=C(N2N=C1)NCC3=C[N+](=CC=C3)[O-])N4CCCCC4CCO. Cell line: NCI-H460. Synergy scores: CSS=64.3, Synergy_ZIP=0.153, Synergy_Bliss=-0.128, Synergy_Loewe=-4.52, Synergy_HSA=1.32. (3) Synergy scores: CSS=33.2, Synergy_ZIP=-2.68, Synergy_Bliss=-1.19, Synergy_Loewe=-3.80, Synergy_HSA=-1.20. Drug 2: CC1CCC2CC(C(=CC=CC=CC(CC(C(=O)C(C(C(=CC(C(=O)CC(OC(=O)C3CCCCN3C(=O)C(=O)C1(O2)O)C(C)CC4CCC(C(C4)OC)OCCO)C)C)O)OC)C)C)C)OC. Cell line: HCC-2998. Drug 1: CC12CCC3C(C1CCC2=O)CC(=C)C4=CC(=O)C=CC34C. (4) Drug 1: CC=C1C(=O)NC(C(=O)OC2CC(=O)NC(C(=O)NC(CSSCCC=C2)C(=O)N1)C(C)C)C(C)C. Drug 2: CC1CCC2CC(C(=CC=CC=CC(CC(C(=O)C(C(C(=CC(C(=O)CC(OC(=O)C3CCCCN3C(=O)C(=O)C1(O2)O)C(C)CC4CCC(C(C4)OC)OCCO)C)C)O)OC)C)C)C)OC. Cell line: IGROV1. Synergy scores: CSS=68.0, Synergy_ZIP=-4.00, Synergy_Bliss=-5.81, Synergy_Loewe=-8.61, Synergy_HSA=-4.42. (5) Drug 1: CCC1=C2CN3C(=CC4=C(C3=O)COC(=O)C4(CC)O)C2=NC5=C1C=C(C=C5)O. Drug 2: COCCOC1=C(C=C2C(=C1)C(=NC=N2)NC3=CC=CC(=C3)C#C)OCCOC.Cl. Cell line: SN12C. Synergy scores: CSS=53.8, Synergy_ZIP=1.96, Synergy_Bliss=5.61, Synergy_Loewe=3.85, Synergy_HSA=4.06.